Regression. Given two drug SMILES strings and cell line genomic features, predict the synergy score measuring deviation from expected non-interaction effect. From a dataset of NCI-60 drug combinations with 297,098 pairs across 59 cell lines. (1) Drug 1: C1=CC(=CC=C1CCC2=CNC3=C2C(=O)NC(=N3)N)C(=O)NC(CCC(=O)O)C(=O)O. Drug 2: C1=CC(=CC=C1CC(C(=O)O)N)N(CCCl)CCCl.Cl. Cell line: PC-3. Synergy scores: CSS=50.2, Synergy_ZIP=-5.97, Synergy_Bliss=-10.8, Synergy_Loewe=-15.9, Synergy_HSA=-8.82. (2) Drug 1: CC1=C2C(C(=O)C3(C(CC4C(C3C(C(C2(C)C)(CC1OC(=O)C(C(C5=CC=CC=C5)NC(=O)OC(C)(C)C)O)O)OC(=O)C6=CC=CC=C6)(CO4)OC(=O)C)OC)C)OC. Drug 2: C1=NC2=C(N=C(N=C2N1C3C(C(C(O3)CO)O)F)Cl)N. Cell line: OVCAR-5. Synergy scores: CSS=49.8, Synergy_ZIP=3.02, Synergy_Bliss=3.25, Synergy_Loewe=-7.21, Synergy_HSA=6.13. (3) Drug 1: CC1=C(C(=O)C2=C(C1=O)N3CC4C(C3(C2COC(=O)N)OC)N4)N. Drug 2: N.N.Cl[Pt+2]Cl. Cell line: A549. Synergy scores: CSS=71.6, Synergy_ZIP=-6.03, Synergy_Bliss=-5.83, Synergy_Loewe=2.00, Synergy_HSA=3.90. (4) Drug 1: C1=C(C(=O)NC(=O)N1)N(CCCl)CCCl. Drug 2: COCCOC1=C(C=C2C(=C1)C(=NC=N2)NC3=CC=CC(=C3)C#C)OCCOC.Cl. Cell line: ACHN. Synergy scores: CSS=64.4, Synergy_ZIP=-4.47, Synergy_Bliss=-5.06, Synergy_Loewe=-1.96, Synergy_HSA=-0.116. (5) Drug 1: COC1=C(C=C2C(=C1)N=CN=C2NC3=CC(=C(C=C3)F)Cl)OCCCN4CCOCC4. Synergy scores: CSS=31.3, Synergy_ZIP=-1.71, Synergy_Bliss=2.23, Synergy_Loewe=0.500, Synergy_HSA=4.34. Drug 2: CC12CCC3C(C1CCC2=O)CC(=C)C4=CC(=O)C=CC34C. Cell line: T-47D.